Dataset: Peptide-MHC class I binding affinity with 185,985 pairs from IEDB/IMGT. Task: Regression. Given a peptide amino acid sequence and an MHC pseudo amino acid sequence, predict their binding affinity value. This is MHC class I binding data. The peptide sequence is EYIETTSKA. The MHC is H-2-Kd with pseudo-sequence H-2-Kd. The binding affinity (normalized) is 0.